Dataset: Merck oncology drug combination screen with 23,052 pairs across 39 cell lines. Task: Regression. Given two drug SMILES strings and cell line genomic features, predict the synergy score measuring deviation from expected non-interaction effect. (1) Drug 1: CC1CC2C3CCC4=CC(=O)C=CC4(C)C3(F)C(O)CC2(C)C1(O)C(=O)CO. Drug 2: COC1=C2CC(C)CC(OC)C(O)C(C)C=C(C)C(OC(N)=O)C(OC)C=CC=C(C)C(=O)NC(=CC1=O)C2=O. Cell line: VCAP. Synergy scores: synergy=5.05. (2) Drug 1: COC12C(COC(N)=O)C3=C(C(=O)C(C)=C(N)C3=O)N1CC1NC12. Synergy scores: synergy=-20.1. Drug 2: CNC(=O)c1cc(Oc2ccc(NC(=O)Nc3ccc(Cl)c(C(F)(F)F)c3)cc2)ccn1. Cell line: LNCAP. (3) Drug 1: N#Cc1ccc(Cn2cncc2CN2CCN(c3cccc(Cl)c3)C(=O)C2)cc1. Drug 2: CC1(c2nc3c(C(N)=O)cccc3[nH]2)CCCN1. Cell line: ZR751. Synergy scores: synergy=-5.00. (4) Drug 1: N#Cc1ccc(Cn2cncc2CN2CCN(c3cccc(Cl)c3)C(=O)C2)cc1. Drug 2: CC1(c2nc3c(C(N)=O)cccc3[nH]2)CCCN1. Cell line: A375. Synergy scores: synergy=8.94. (5) Drug 1: C=CCn1c(=O)c2cnc(Nc3ccc(N4CCN(C)CC4)cc3)nc2n1-c1cccc(C(C)(C)O)n1. Drug 2: CC1(c2nc3c(C(N)=O)cccc3[nH]2)CCCN1. Cell line: VCAP. Synergy scores: synergy=-10.4. (6) Drug 1: CN(Cc1cnc2nc(N)nc(N)c2n1)c1ccc(C(=O)NC(CCC(=O)O)C(=O)O)cc1. Drug 2: N#Cc1ccc(Cn2cncc2CN2CCN(c3cccc(Cl)c3)C(=O)C2)cc1. Cell line: SW837. Synergy scores: synergy=3.08.